From a dataset of Reaction yield outcomes from USPTO patents with 853,638 reactions. Predict the reaction yield, written as a fraction of the theoretical maximum amount of product (1.0 means a 100% yield; for example, 0.34 means a 34% yield). (1) The reactants are [NH2:1][CH2:2][C:3]1[CH:4]=[C:5]([CH:8]=[C:9]([N:11]([CH3:13])[CH3:12])[CH:10]=1)[O:6][CH2+:7].[O:14]1[CH2:16][C@@H:15]1[C@@H:17]([NH:25][C:26](=[O:32])[O:27][C:28]([CH3:31])([CH3:30])[CH3:29])[CH2:18][C:19]1[CH:24]=[CH:23][CH:22]=[CH:21][CH:20]=1. The catalyst is C(Cl)Cl. The product is [CH3:13][N:11]([CH3:12])[C:9]1[CH:10]=[C:3]([CH:4]=[C:5]([O:6][CH3:7])[CH:8]=1)[CH2:2][NH:1][CH2:16][C@@H:15]([OH:14])[C@@H:17]([NH:25][C:26](=[O:32])[O:27][C:28]([CH3:30])([CH3:29])[CH3:31])[CH2:18][C:19]1[CH:24]=[CH:23][CH:22]=[CH:21][CH:20]=1. The yield is 0.540. (2) The reactants are Cl[C:2]1[C:7]([C:8]#[C:9][C@H:10]([OH:12])[CH3:11])=[CH:6][N:5]=[C:4]2[CH:13]=[CH:14][S:15][C:3]=12.Cl.[NH2:17][C@H:18]1[CH2:23][CH2:22][C@H:21]([CH2:24][C:25]#[N:26])[CH2:20][CH2:19]1.C(=O)([O-])[O-].[Cs+].[Cs+].CC1(C)C2C=CC=C(P(C3C=CC=CC=3)C3C=CC=CC=3)C=2OC2C1=CC=CC=2P(C1C=CC=CC=1)C1C=CC=CC=1. The catalyst is C1(C)C=CC=CC=1.C([O-])(=O)C.[Pd+2].C([O-])(=O)C. The product is [OH:12][C@@H:10]([C:9]1[N:17]([C@H:18]2[CH2:23][CH2:22][C@H:21]([CH2:24][C:25]#[N:26])[CH2:20][CH2:19]2)[C:2]2=[C:3]3[S:15][CH:14]=[CH:13][C:4]3=[N:5][CH:6]=[C:7]2[CH:8]=1)[CH3:11]. The yield is 0.0180. (3) The reactants are [Cl:1][C:2]1[N:7]=[C:6](Cl)[CH:5]=[CH:4][N:3]=1.[F:9][C:10]([F:22])([F:21])[O:11][C:12]1[CH:17]=[CH:16][C:15](B(O)O)=[CH:14][CH:13]=1.C([O-])([O-])=O.[Na+].[Na+].O. The catalyst is C(#N)C. The product is [Cl:1][C:2]1[N:7]=[C:6]([C:15]2[CH:14]=[CH:13][C:12]([O:11][C:10]([F:9])([F:21])[F:22])=[CH:17][CH:16]=2)[CH:5]=[CH:4][N:3]=1. The yield is 0.336. (4) The reactants are [NH2:1][C:2]1[CH:7]=[CH:6][C:5]([N:8]2[CH2:12][CH2:11][CH2:10][C:9]2=[O:13])=[CH:4][CH:3]=1.[Cl:14]N1C(=O)CCC1=O. The catalyst is C(#N)C. The product is [NH2:1][C:2]1[CH:7]=[CH:6][C:5]([N:8]2[CH2:12][CH2:11][CH2:10][C:9]2=[O:13])=[CH:4][C:3]=1[Cl:14]. The yield is 0.446. (5) The reactants are C[O:2][C:3](=[O:21])[C:4]1[CH:9]=[C:8]([C:10](=[O:12])[CH3:11])[CH:7]=[CH:6][C:5]=1[O:13][CH2:14][C:15]1[CH:20]=[CH:19][CH:18]=[CH:17][CH:16]=1.[OH-].[Na+]. The catalyst is CO.O1CCCC1. The product is [C:10]([C:8]1[CH:7]=[CH:6][C:5]([O:13][CH2:14][C:15]2[CH:20]=[CH:19][CH:18]=[CH:17][CH:16]=2)=[C:4]([CH:9]=1)[C:3]([OH:21])=[O:2])(=[O:12])[CH3:11]. The yield is 0.910.